This data is from Forward reaction prediction with 1.9M reactions from USPTO patents (1976-2016). The task is: Predict the product of the given reaction. (1) Given the reactants [CH3:1][O:2][CH2:3][CH2:4][CH2:5][NH:6][CH2:7][C:8]1[CH:9]=[N:10][CH:11]=[C:12](B2OC(C)(C)C(C)(C)O2)[CH:13]=1.Br[C:24]1[CH:25]=[C:26]2[C:30](=[C:31]([C:33]([NH2:35])=[O:34])[CH:32]=1)[NH:29][CH:28]=[C:27]2[CH:36]1[CH2:41][CH2:40][N:39]([S:42]([CH2:45][CH3:46])(=[O:44])=[O:43])[CH2:38][CH2:37]1.C(=O)([O-])[O-].[K+].[K+], predict the reaction product. The product is: [CH2:45]([S:42]([N:39]1[CH2:38][CH2:37][CH:36]([C:27]2[C:26]3[C:30](=[C:31]([C:33]([NH2:35])=[O:34])[CH:32]=[C:24]([C:12]4[CH:11]=[N:10][CH:9]=[C:8]([CH2:7][NH:6][CH2:5][CH2:4][CH2:3][O:2][CH3:1])[CH:13]=4)[CH:25]=3)[NH:29][CH:28]=2)[CH2:41][CH2:40]1)(=[O:44])=[O:43])[CH3:46]. (2) Given the reactants N([O-])=O.[Na+].[CH2:5]([C:9]1[CH:10]=[C:11]([NH2:15])[CH:12]=[CH:13][CH:14]=1)[CH2:6][CH2:7][CH3:8].O.O.Cl[Sn]Cl.[NH:21](C1C=C(Cl)C=CC=1)N.[C:30](O)(=O)/[C:31](=[C:33](\[CH:35]=[O:36])/[Cl:34])/[Cl:32], predict the reaction product. The product is: [CH2:5]([C:9]1[CH:10]=[C:11]([N:15]2[C:35](=[O:36])[C:33]([Cl:34])=[C:31]([Cl:32])[CH:30]=[N:21]2)[CH:12]=[CH:13][CH:14]=1)[CH2:6][CH2:7][CH3:8]. (3) Given the reactants Cl[C:2]1[CH:7]=[CH:6][CH:5]=[CH:4][N+:3]=1[O-:8].[NH2:9][CH:10]1[CH2:15][CH2:14][N:13]([C:16]2[CH:38]=[CH:37][C:19]([CH2:20][C@@H:21]([C:33]([O:35][CH3:36])=[O:34])[NH:22][C:23](=[O:32])[C:24]3[C:29]([Cl:30])=[CH:28][CH:27]=[CH:26][C:25]=3[Cl:31])=[CH:18][CH:17]=2)[CH2:12][CH2:11]1.C(=O)([O-])[O-].[Na+].[Na+].[I-].[K+], predict the reaction product. The product is: [Cl:31][C:25]1[CH:26]=[CH:27][CH:28]=[C:29]([Cl:30])[C:24]=1[C:23]([NH:22][C@H:21]([C:33]([O:35][CH2:36][CH2:18][CH:19]([CH3:37])[CH3:20])=[O:34])[CH2:20][C:19]1[CH:18]=[CH:17][C:16]([N:13]2[CH2:12][CH2:11][CH:10]([NH:9][C:2]3[CH:7]=[CH:6][CH:5]=[CH:4][N+:3]=3[O-:8])[CH2:15][CH2:14]2)=[CH:38][CH:37]=1)=[O:32].